From a dataset of Reaction yield outcomes from USPTO patents with 853,638 reactions. Predict the reaction yield, written as a fraction of the theoretical maximum amount of product (1.0 means a 100% yield; for example, 0.34 means a 34% yield). (1) The reactants are [C:1]([C:5]1[CH:10]=[CH:9][C:8]([C:11]([CH3:18])([CH3:17])[C:12](=O)[C:13]([OH:15])=[O:14])=[CH:7][CH:6]=1)([CH3:4])([CH3:3])[CH3:2].[CH3:19][NH2:20]. The catalyst is O1CCCC1. The product is [C:1]([C:5]1[CH:10]=[CH:9][C:8]([C:11]([CH3:18])([CH3:17])[C@@H:12]([C:13]([OH:15])=[O:14])[NH:20][CH3:19])=[CH:7][CH:6]=1)([CH3:4])([CH3:3])[CH3:2]. The yield is 0.0800. (2) The reactants are [CH3:1][O:2][C:3]([C@@H:5]([N:13]1[CH2:21][C:17]2[CH:18]=[CH:19][S:20][C:16]=2[CH2:15][CH2:14]1)[C:6]1[CH:7]=[CH:8][CH:9]=[CH:10][C:11]=1[Cl:12])=[O:4].[S:22](=[O:26])(=[O:25])([OH:24])[OH:23]. The catalyst is C(O)(C)C. The product is [CH3:1][O:2][C:3]([C@@H:5]([N:13]1[CH2:21][C:17]2[CH:18]=[CH:19][S:20][C:16]=2[CH2:15][CH2:14]1)[C:6]1[C:11]([Cl:12])=[CH:10][CH:9]=[CH:8][CH:7]=1)=[O:4].[OH:25][S:22]([OH:26])(=[O:24])=[O:23]. The yield is 0.710. (3) The reactants are O[C:2]1([C:12]2[CH:19]=[CH:18][C:15]([C:16]#[N:17])=[CH:14][CH:13]=2)[CH2:11][CH2:10][C:5]2([O:9][CH2:8][CH2:7][O:6]2)[CH2:4][CH2:3]1.C(N(CC)CC)C.S(Cl)(C)(=O)=O. The catalyst is C(Cl)Cl. The product is [O:6]1[C:5]2([CH2:10][CH2:11][C:2]([C:12]3[CH:13]=[CH:14][C:15]([C:16]#[N:17])=[CH:18][CH:19]=3)=[CH:3][CH2:4]2)[O:9][CH2:8][CH2:7]1. The yield is 0.710. (4) The reactants are [Br:1][C:2]1[CH:6]=[CH:5][N:4]([NH:7][C:8](=[O:19])[C@@H:9]([NH:11][C:12]([O:14][C:15]([CH3:18])([CH3:17])[CH3:16])=[O:13])[CH3:10])[C:3]=1[C:20]([O:22]C)=O.[CH3:24][O:25][C:26]1[CH:38]=[CH:37][C:29]([CH2:30][N:31]2[CH:35]=[C:34]([NH2:36])[CH:33]=[N:32]2)=[CH:28][CH:27]=1. No catalyst specified. The product is [Br:1][C:2]1[CH:6]=[CH:5][N:4]([NH:7][C:8](=[O:19])[C@@H:9]([NH:11][C:12](=[O:13])[O:14][C:15]([CH3:16])([CH3:17])[CH3:18])[CH3:10])[C:3]=1[C:20](=[O:22])[NH:36][C:34]1[CH:33]=[N:32][N:31]([CH2:30][C:29]2[CH:37]=[CH:38][C:26]([O:25][CH3:24])=[CH:27][CH:28]=2)[CH:35]=1. The yield is 0.600. (5) The reactants are [NH2:1][C:2]1[CH:3]=[CH:4][C:5]2[S:9][C:8]([CH3:10])=[N:7][C:6]=2[CH:11]=1.[C:12]1([N:18]2[C:28]3[C:23](=[CH:24][CH:25]=[CH:26][CH:27]=3)[C:21](=O)[C:19]2=[O:20])[CH:17]=[CH:16][CH:15]=[CH:14][CH:13]=1. No catalyst specified. The product is [CH3:10][C:8]1[S:9][C:5]2[CH:4]=[CH:3][C:2]([N:1]=[C:21]3[C:23]4[C:28](=[CH:27][CH:26]=[CH:25][CH:24]=4)[N:18]([C:12]4[CH:13]=[CH:14][CH:15]=[CH:16][CH:17]=4)[C:19]3=[O:20])=[CH:11][C:6]=2[N:7]=1. The yield is 0.323. (6) The reactants are [Cl:1][C:2]1[CH:40]=[CH:39][C:5]([CH2:6][N:7]2[C:15]3[C:14](=[O:16])[N:13]([CH2:17][CH2:18][CH2:19][O:20]C4CCCCO4)[C:12](=[O:27])[N:11]([CH3:28])[C:10]=3[N:9]=[C:8]2[O:29][CH2:30][CH2:31][O:32][CH:33]2[CH2:38][CH2:37][CH2:36][CH2:35][CH2:34]2)=[CH:4][CH:3]=1. The catalyst is Cl. The product is [Cl:1][C:2]1[CH:3]=[CH:4][C:5]([CH2:6][N:7]2[C:15]3[C:14](=[O:16])[N:13]([CH2:17][CH2:18][CH2:19][OH:20])[C:12](=[O:27])[N:11]([CH3:28])[C:10]=3[N:9]=[C:8]2[O:29][CH2:30][CH2:31][O:32][CH:33]2[CH2:34][CH2:35][CH2:36][CH2:37][CH2:38]2)=[CH:39][CH:40]=1. The yield is 0.609. (7) The reactants are [C:1]1(=[O:7])[O:6][C:4](=[O:5])[CH:3]=[CH:2]1.[CH3:8][C:9]1[O:10][C:11]([CH3:14])=[CH:12][CH:13]=1. The catalyst is C(OCC)C. The product is [CH3:8][C:9]12[O:10][C:11]([CH3:14])([CH:12]=[CH:13]1)[CH:3]1[CH:2]2[C:1](=[O:7])[O:6][C:4]1=[O:5]. The yield is 0.720.